Dataset: Forward reaction prediction with 1.9M reactions from USPTO patents (1976-2016). Task: Predict the product of the given reaction. (1) The product is: [N:14]1[CH:15]=[CH:16][CH:17]=[C:12]([CH2:11][N:7]2[C:8]3[C:4](=[CH:3][C:2]([NH:1][C:18]([N:25]4[C:26]5[C:34](=[CH:33][C:32]([O:31][CH3:30])=[C:40]([C:41]([F:43])([F:44])[F:42])[CH:39]=5)[CH2:28][CH2:29]4)=[O:19])=[CH:10][CH:9]=3)[CH:5]=[CH:6]2)[CH:13]=1. Given the reactants [NH2:1][C:2]1[CH:3]=[C:4]2[C:8](=[CH:9][CH:10]=1)[N:7]([CH2:11][C:12]1[CH:13]=[N:14][CH:15]=[CH:16][CH:17]=1)[CH:6]=[CH:5]2.[C:18]([N:25]1[CH:29]=[CH:28]N=[CH:26]1)(N1C=CN=C1)=[O:19].[CH3:30][O:31][C:32]1[CH:33]=[C:34]2C(=[CH:39][C:40]=1[C:41]([F:44])([F:43])[F:42])NCC2.O, predict the reaction product. (2) Given the reactants [Cl:1][C:2]1[CH:3]=[C:4]([C:16]([NH:18][C@H:19]([C:21]2[CH:29]=[CH:28][C:24]([C:25]([OH:27])=[O:26])=[CH:23][CH:22]=2)[CH3:20])=[O:17])[C:5]([O:8][C:9]2[CH:14]=[CH:13][CH:12]=[C:11](F)[CH:10]=2)=[N:6][CH:7]=1.[N:30]1C2C(=CC=C(O)C=2)[CH:33]=[CH:32][CH:31]=1, predict the reaction product. The product is: [Cl:1][C:2]1[CH:3]=[C:4]([C:16]([NH:18][C@H:19]([C:21]2[CH:29]=[CH:28][C:24]([C:25]([OH:27])=[O:26])=[CH:23][CH:22]=2)[CH3:20])=[O:17])[C:5]([O:8][C:9]2[CH:10]=[C:11]3[C:12]([CH:33]=[CH:32][CH:31]=[N:30]3)=[CH:13][CH:14]=2)=[N:6][CH:7]=1.